From a dataset of Peptide-MHC class I binding affinity with 185,985 pairs from IEDB/IMGT. Regression. Given a peptide amino acid sequence and an MHC pseudo amino acid sequence, predict their binding affinity value. This is MHC class I binding data. The peptide sequence is PAPNYKFAL. The MHC is Patr-B0101 with pseudo-sequence Patr-B0101. The binding affinity (normalized) is 0.166.